Dataset: Peptide-MHC class II binding affinity with 134,281 pairs from IEDB. Task: Regression. Given a peptide amino acid sequence and an MHC pseudo amino acid sequence, predict their binding affinity value. This is MHC class II binding data. (1) The peptide sequence is KYFAATQFEPLAARL. The MHC is H-2-IEk with pseudo-sequence H-2-IEk. The binding affinity (normalized) is 0.250. (2) The peptide sequence is YLGYVIRDLAAMDGG. The MHC is DRB1_0301 with pseudo-sequence DRB1_0301. The binding affinity (normalized) is 0.733.